Task: Regression. Given two drug SMILES strings and cell line genomic features, predict the synergy score measuring deviation from expected non-interaction effect.. Dataset: NCI-60 drug combinations with 297,098 pairs across 59 cell lines (1) Drug 1: CN1C(=O)N2C=NC(=C2N=N1)C(=O)N. Drug 2: CC1CCC2CC(C(=CC=CC=CC(CC(C(=O)C(C(C(=CC(C(=O)CC(OC(=O)C3CCCCN3C(=O)C(=O)C1(O2)O)C(C)CC4CCC(C(C4)OC)OCCO)C)C)O)OC)C)C)C)OC. Cell line: CAKI-1. Synergy scores: CSS=-1.61, Synergy_ZIP=3.13, Synergy_Bliss=1.67, Synergy_Loewe=-5.19, Synergy_HSA=-2.30. (2) Drug 1: C1CN1C2=NC(=NC(=N2)N3CC3)N4CC4. Drug 2: CN(C)C1=NC(=NC(=N1)N(C)C)N(C)C. Cell line: ACHN. Synergy scores: CSS=32.1, Synergy_ZIP=-0.597, Synergy_Bliss=1.61, Synergy_Loewe=-0.104, Synergy_HSA=-0.215. (3) Drug 1: C1=NNC2=C1C(=O)NC=N2. Drug 2: C1CN(P(=O)(OC1)NCCCl)CCCl. Cell line: SF-295. Synergy scores: CSS=-0.0910, Synergy_ZIP=-0.895, Synergy_Bliss=-0.374, Synergy_Loewe=-1.17, Synergy_HSA=-0.745. (4) Drug 1: CC(CN1CC(=O)NC(=O)C1)N2CC(=O)NC(=O)C2. Drug 2: CN(C)N=NC1=C(NC=N1)C(=O)N. Cell line: EKVX. Synergy scores: CSS=11.1, Synergy_ZIP=-1.46, Synergy_Bliss=-0.358, Synergy_Loewe=-1.99, Synergy_HSA=-1.79. (5) Drug 1: C1=NC2=C(N1)C(=S)N=CN2. Drug 2: C1CN(P(=O)(OC1)NCCCl)CCCl. Cell line: SK-MEL-5. Synergy scores: CSS=15.0, Synergy_ZIP=0.571, Synergy_Bliss=4.56, Synergy_Loewe=-6.48, Synergy_HSA=3.45.